This data is from Catalyst prediction with 721,799 reactions and 888 catalyst types from USPTO. The task is: Predict which catalyst facilitates the given reaction. (1) Reactant: [CH3:1][O:2][C:3]1[CH:8]=[CH:7][CH:6]=[CH:5][C:4]=1[S:9][CH2:10][CH2:11][CH2:12][CH2:13][CH2:14][C:15](O)=O.BrCCCCCC[CH2:25][CH2:26][CH2:27][C:28]([O:30]CC)=[O:29].COC1C=CC=CC=1S.[OH-].[K+]. Product: [CH3:1][O:2][C:3]1[CH:8]=[CH:7][CH:6]=[CH:5][C:4]=1[S:9][CH2:10][CH2:11][CH2:12][CH2:13][CH2:14][CH2:15][CH2:25][CH2:26][CH2:27][C:28]([OH:30])=[O:29]. The catalyst class is: 8. (2) Reactant: [F:1][C:2]1[CH:7]=[C:6]([Si:8]([CH3:11])([CH3:10])[CH3:9])[CH:5]=[CH:4][C:3]=1[NH2:12].[Li+].C[Si]([N-][Si](C)(C)C)(C)C.Cl[C:24]1[C:25]([C:31]([OH:33])=[O:32])=[N:26][CH:27]=[C:28]([Cl:30])[N:29]=1. Product: [Cl:30][C:28]1[N:29]=[C:24]([NH:12][C:3]2[CH:4]=[CH:5][C:6]([Si:8]([CH3:9])([CH3:11])[CH3:10])=[CH:7][C:2]=2[F:1])[C:25]([C:31]([OH:33])=[O:32])=[N:26][CH:27]=1. The catalyst class is: 1. (3) Reactant: P(Br)(Br)[Br:2].[CH2:5]([O:12][C:13]1[CH:18]=[CH:17][C:16]([CH2:19]O)=[CH:15][C:14]=1[Cl:21])[C:6]1[CH:11]=[CH:10][CH:9]=[CH:8][CH:7]=1. Product: [CH2:5]([O:12][C:13]1[CH:18]=[CH:17][C:16]([CH2:19][Br:2])=[CH:15][C:14]=1[Cl:21])[C:6]1[CH:11]=[CH:10][CH:9]=[CH:8][CH:7]=1. The catalyst class is: 268. (4) Reactant: [NH:1]1[CH2:6][CH2:5][CH2:4][CH2:3][CH2:2]1.C(N(CC)C(C)C)(C)C.[I:16][C:17]1[CH:24]=[CH:23][C:20]([CH2:21]Br)=[CH:19][CH:18]=1. Product: [N:1]1([CH2:21][C:20]2[CH:23]=[CH:24][C:17]([I:16])=[CH:18][CH:19]=2)[CH2:6][CH2:5][CH2:4][CH2:3][CH2:2]1. The catalyst class is: 4. (5) Reactant: C1COCC1.[NH2:6][CH2:7][CH2:8][N:9]1[C:18](=[O:19])[C:17]2[C:12](=[CH:13][C:14]([NH:21][CH:22]3[CH2:27][CH2:26][CH2:25][CH2:24][CH2:23]3)=[C:15]([F:20])[CH:16]=2)[N:11]([CH:28]2[CH2:32][CH2:31][CH2:30][CH2:29]2)[C:10]1=[O:33].[NH:34]1[CH:38]=[N:37][C:36]([S:39](Cl)(=[O:41])=[O:40])=[N:35]1.C(N(CC)CC)C. Product: [CH:22]1([NH:21][C:14]2[CH:13]=[C:12]3[C:17]([C:18](=[O:19])[N:9]([CH2:8][CH2:7][NH:6][S:39]([C:36]4[N:37]=[CH:38][NH:34][N:35]=4)(=[O:41])=[O:40])[C:10](=[O:33])[N:11]3[CH:28]3[CH2:32][CH2:31][CH2:30][CH2:29]3)=[CH:16][C:15]=2[F:20])[CH2:27][CH2:26][CH2:25][CH2:24][CH2:23]1. The catalyst class is: 6. (6) Reactant: [CH3:1][C:2]1[S:6][CH:5]=[C:4](/[CH:7]=[C:8](/[C@H:10]2[O:28][C:26](=[O:27])[CH2:25][C@H:24]([OH:29])[C@H:23]([CH3:30])[C:21](=[O:22])[C@H:20]([CH3:31])[C@@H:19]([OH:32])[C@@H:18]([CH3:33])[CH2:17][CH2:16][CH2:15][C@H:13]3O[C@H:12]3[CH2:11]2)\[CH3:9])[N:3]=1.CC1SC=C(/C=C(/[C@H]2OC(=O)C[C@H](O)C(C)(C)C(=O)[C@H](C)[C@@H](O)CCCCC=CC2)\C)N=1.CC1SC=C(/C=C(/[C@H]2OC(=O)C[C@H](O)C(C)(C)C(=O)C[C@@H](O)[C@@H](C)CCCC=CC2)\C)N=1.CC1SC=C(/C=C(/[C@H]2OC(=O)C[C@H](O)C(C)(C)C(=O)[C@H](C)[C@@H](O)C(C)=CCCC(C)=CC2)\C)N=1.CC1SC=C(/C=C(/[C@H]2OC(=O)C[C@H](O)[C@H](C)C(=O)[C@H](C)[C@@H](O)[C@@H](C)CCCC(C)=CC2)\C)N=1.CC1SC=C(/C=C(/[C@H]2OC(=O)C[C@H](O)C(C)(C)C(=O)[C@H](C)[C@@H](O)C(C)=CCCC=CC2)\C)N=1.CC1SC=C(/C=C(/[C@H]2OC(=O)C[C@H](O)[C@@H](C)C(=O)[C@H](C)[C@@H](O)[C@@H](C)CCCC(C)=CC2)\C)N=1.CC1SC=C(/C=C(/[C@H]2OC(=O)C[C@H](O)[C@H](C)C(=O)[C@H](C)[C@@H](O)[C@@H](C)CCCC=CC2)\C)N=1. Product: [CH3:1][C:2]1[S:6][CH:5]=[C:4](/[CH:7]=[C:8](/[C@H:10]2[O:28][C:26](=[O:27])[CH2:25][C@H:24]([OH:29])[C@H:23]([CH3:30])[C:21](=[O:22])[C@H:20]([CH3:31])[C@@H:19]([OH:32])[C@@H:18]([CH3:33])[CH2:17][CH2:16][CH2:15][CH:13]=[CH:12][CH2:11]2)\[CH3:9])[N:3]=1. The catalyst class is: 5.